From a dataset of Reaction yield outcomes from USPTO patents with 853,638 reactions. Predict the reaction yield, written as a fraction of the theoretical maximum amount of product (1.0 means a 100% yield; for example, 0.34 means a 34% yield). (1) The reactants are [C:1]([Si:5]([CH3:21])([CH3:20])[O:6][CH2:7][C:8]1[CH:13]=[CH:12][C:11]([C:14]#[C:15][Si](C)(C)C)=[CH:10][CH:9]=1)([CH3:4])([CH3:3])[CH3:2].C(=O)([O-])[O-].[K+].[K+].S([O-])([O-])(=O)=O.[Mg+2]. The catalyst is CO. The product is [C:1]([Si:5]([O:6][CH2:7][C:8]1[CH:13]=[CH:12][C:11]([C:14]#[CH:15])=[CH:10][CH:9]=1)([CH3:21])[CH3:20])([CH3:4])([CH3:3])[CH3:2]. The yield is 0.950. (2) The reactants are [N:1]1[CH:6]=[CH:5][C:4]([CH2:7][CH2:8][NH:9][C:10]([C:12]2[S:16][C:15]([C:17]([O:19]C)=O)=[CH:14][CH:13]=2)=[O:11])=[CH:3][CH:2]=1.CO.O.[NH2:24][NH2:25]. The catalyst is O1CCCC1. The product is [N:1]1[CH:6]=[CH:5][C:4]([CH2:7][CH2:8][NH:9][C:10]([C:12]2[S:16][C:15]([C:17]([NH:24][NH2:25])=[O:19])=[CH:14][CH:13]=2)=[O:11])=[CH:3][CH:2]=1. The yield is 0.820. (3) The reactants are [C@@H:1]12[CH2:7][NH:6][C@@H:5]1[CH2:4][N:3]([C:8]([O:10][CH2:11][C:12]1[CH:17]=[CH:16][CH:15]=[CH:14][CH:13]=1)=[O:9])[CH2:2]2.Br[C:19]1[CH:20]=[N:21][CH:22]=[C:23]([O:25][CH3:26])[CH:24]=1. No catalyst specified. The product is [CH3:26][O:25][C:23]1[CH:24]=[C:19]([N:6]2[CH2:7][C@@H:1]3[C@H:5]2[CH2:4][N:3]([C:8]([O:10][CH2:11][C:12]2[CH:17]=[CH:16][CH:15]=[CH:14][CH:13]=2)=[O:9])[CH2:2]3)[CH:20]=[N:21][CH:22]=1. The yield is 0.370. (4) The reactants are [F:1][C:2]([F:34])([F:33])[O:3][C:4]1[CH:9]=[CH:8][C:7]([N:10]2[CH:14]=[N:13][C:12]([C:15]3[CH:32]=[CH:31][C:18]([CH2:19][NH:20]C(=O)OCC4C=CC=CC=4)=[CH:17][CH:16]=3)=[N:11]2)=[CH:6][CH:5]=1.C(O)(=O)C.C(OCC)C. The catalyst is Br. The product is [F:34][C:2]([F:1])([F:33])[O:3][C:4]1[CH:5]=[CH:6][C:7]([N:10]2[CH:14]=[N:13][C:12]([C:15]3[CH:32]=[CH:31][C:18]([CH2:19][NH2:20])=[CH:17][CH:16]=3)=[N:11]2)=[CH:8][CH:9]=1. The yield is 0.920. (5) The reactants are [F:1][C:2]1[CH:3]=[C:4]([C@@:12]([NH:34][S@@](C(C)(C)C)=O)([C:20]2[CH:25]=[C:24]([O:26][C:27]([F:32])([F:31])[CH:28]([F:30])[F:29])[CH:23]=[C:22]([F:33])[CH:21]=2)[CH2:13][C:14]2[CH:19]=[CH:18][CH:17]=[CH:16][CH:15]=2)[CH:5]=[CH:6][C:7]=1[O:8][CH:9]([CH3:11])[CH3:10].Cl. The catalyst is CO.CCOCC. The product is [F:1][C:2]1[CH:3]=[C:4]([C@:12]([C:20]2[CH:25]=[C:24]([O:26][C:27]([F:31])([F:32])[CH:28]([F:29])[F:30])[CH:23]=[C:22]([F:33])[CH:21]=2)([NH2:34])[CH2:13][C:14]2[CH:19]=[CH:18][CH:17]=[CH:16][CH:15]=2)[CH:5]=[CH:6][C:7]=1[O:8][CH:9]([CH3:11])[CH3:10]. The yield is 1.00. (6) The reactants are [C:1]([C:5]1[CH:10]=[C:9]([N+:11]([O-:13])=[O:12])[CH:8]=[CH:7][C:6]=1[OH:14])([CH3:4])([CH3:3])[CH3:2].O.[I:16]Cl. The catalyst is CO. The product is [C:1]([C:5]1[CH:10]=[C:9]([N+:11]([O-:13])=[O:12])[CH:8]=[C:7]([I:16])[C:6]=1[OH:14])([CH3:4])([CH3:2])[CH3:3]. The yield is 0.960.